Dataset: Forward reaction prediction with 1.9M reactions from USPTO patents (1976-2016). Task: Predict the product of the given reaction. The product is: [C:1]([NH:6][C:7]1[CH:8]=[CH:9][C:10]([CH:13]2[C:22]([CH3:23])([CH3:24])[CH2:21][C:20]3[C:15](=[CH:16][CH:17]=[C:18]([C:25]([OH:27])=[O:26])[CH:19]=3)[NH:14]2)=[CH:11][CH:12]=1)(=[O:5])[CH:2]([CH3:4])[CH3:3]. Given the reactants [C:1]([NH:6][C:7]1[CH:12]=[CH:11][C:10]([CH:13]2[C:22]([CH3:24])([CH3:23])[CH2:21][C:20]3[C:15](=[CH:16][CH:17]=[C:18]([C:25]([O:27]C)=[O:26])[CH:19]=3)[NH:14]2)=[CH:9][CH:8]=1)(=[O:5])[CH:2]([CH3:4])[CH3:3].[OH-].[Na+], predict the reaction product.